This data is from Full USPTO retrosynthesis dataset with 1.9M reactions from patents (1976-2016). The task is: Predict the reactants needed to synthesize the given product. Given the product [CH2:1]([N:3]1[C:7]2=[N:8][C:9]([CH2:32][CH3:33])=[C:10]([CH2:19][NH:20][C:21]([C:23]3[CH:31]=[CH:30][CH:29]=[C:25]([C:26]([NH:34][CH2:35][C:36]4[CH:41]=[C:40]([C:42]5[CH:47]=[CH:46][CH:45]=[C:44]([CH2:48][OH:49])[CH:43]=5)[C:39]([F:50])=[CH:38][CH:37]=4)=[O:27])[CH:24]=3)=[O:22])[C:11]([NH:12][CH:13]3[CH2:18][CH2:17][O:16][CH2:15][CH2:14]3)=[C:6]2[CH:5]=[N:4]1)[CH3:2], predict the reactants needed to synthesize it. The reactants are: [CH2:1]([N:3]1[C:7]2=[N:8][C:9]([CH2:32][CH3:33])=[C:10]([CH2:19][NH:20][C:21]([C:23]3[CH:24]=[C:25]([CH:29]=[CH:30][CH:31]=3)[C:26](O)=[O:27])=[O:22])[C:11]([NH:12][CH:13]3[CH2:18][CH2:17][O:16][CH2:15][CH2:14]3)=[C:6]2[CH:5]=[N:4]1)[CH3:2].[NH2:34][CH2:35][C:36]1[CH:37]=[CH:38][C:39]([F:50])=[C:40]([C:42]2[CH:47]=[CH:46][CH:45]=[C:44]([CH2:48][OH:49])[CH:43]=2)[CH:41]=1.C1CN([P+](ON2N=NC3C=CC=CC2=3)(N2CCCC2)N2CCCC2)CC1.F[P-](F)(F)(F)(F)F.C(N(C(C)C)CC)(C)C.